This data is from Full USPTO retrosynthesis dataset with 1.9M reactions from patents (1976-2016). The task is: Predict the reactants needed to synthesize the given product. Given the product [Cl:23][C:24]1[C:33]2[C:28](=[C:29]([C:34]([NH:1][C:2]3[C:7]([F:8])=[CH:6][CH:5]=[C:4]([NH:9][S:10]([CH2:13][CH2:14][CH3:15])(=[O:12])=[O:11])[C:3]=3[Cl:16])=[O:35])[CH:30]=[CH:31][CH:32]=2)[N:27]=[CH:26][N:25]=1, predict the reactants needed to synthesize it. The reactants are: [NH2:1][C:2]1[C:3]([Cl:16])=[C:4]([NH:9][S:10]([CH2:13][CH2:14][CH3:15])(=[O:12])=[O:11])[CH:5]=[CH:6][C:7]=1[F:8].N1C=CC=CC=1.[Cl:23][C:24]1[C:33]2[C:28](=[C:29]([C:34](Cl)=[O:35])[CH:30]=[CH:31][CH:32]=2)[N:27]=[CH:26][N:25]=1.